From a dataset of NCI-60 drug combinations with 297,098 pairs across 59 cell lines. Regression. Given two drug SMILES strings and cell line genomic features, predict the synergy score measuring deviation from expected non-interaction effect. Drug 1: CCCCC(=O)OCC(=O)C1(CC(C2=C(C1)C(=C3C(=C2O)C(=O)C4=C(C3=O)C=CC=C4OC)O)OC5CC(C(C(O5)C)O)NC(=O)C(F)(F)F)O. Drug 2: C1CCC(C(C1)N)N.C(=O)(C(=O)[O-])[O-].[Pt+4]. Cell line: NCI/ADR-RES. Synergy scores: CSS=30.3, Synergy_ZIP=-14.3, Synergy_Bliss=-18.6, Synergy_Loewe=-17.9, Synergy_HSA=-14.1.